This data is from Forward reaction prediction with 1.9M reactions from USPTO patents (1976-2016). The task is: Predict the product of the given reaction. Given the reactants [Cl:1][C:2]1[CH:7]=[CH:6][C:5]([CH:8]([C:26]2[CH:31]=[CH:30][C:29]([Cl:32])=[CH:28][CH:27]=2)[C:9]2[CH:10]=[C:11]3[C:16](=[CH:17][CH:18]=2)[N:15]=[CH:14][N:13]=[C:12]3[NH:19][CH:20]2[CH2:25][CH2:24][NH:23][CH2:22][CH2:21]2)=[CH:4][CH:3]=1.O=[CH:34][CH2:35][C:36]1[CH:45]=[CH:44][C:39]([C:40]([O:42][CH3:43])=[O:41])=[CH:38][CH:37]=1.CO.[BH3-]C#N.[Na+], predict the reaction product. The product is: [Cl:1][C:2]1[CH:7]=[CH:6][C:5]([CH:8]([C:26]2[CH:27]=[CH:28][C:29]([Cl:32])=[CH:30][CH:31]=2)[C:9]2[CH:10]=[C:11]3[C:16](=[CH:17][CH:18]=2)[N:15]=[CH:14][N:13]=[C:12]3[NH:19][CH:20]2[CH2:21][CH2:22][N:23]([CH2:34][CH2:35][C:36]3[CH:45]=[CH:44][C:39]([C:40]([O:42][CH3:43])=[O:41])=[CH:38][CH:37]=3)[CH2:24][CH2:25]2)=[CH:4][CH:3]=1.